Dataset: Forward reaction prediction with 1.9M reactions from USPTO patents (1976-2016). Task: Predict the product of the given reaction. Given the reactants [Br:1][C:2]1[CH:7]=[C:6]([F:8])[C:5]([OH:9])=[C:4]([F:10])[CH:3]=1.[CH:11]1(O)[CH2:15][CH2:14][CH2:13][CH2:12]1.C1(P(C2C=CC=CC=2)C2C=CC=CC=2)C=CC=CC=1.CC(OC(/N=N/C(OC(C)C)=O)=O)C, predict the reaction product. The product is: [Br:1][C:2]1[CH:7]=[C:6]([F:8])[C:5]([O:9][CH:11]2[CH2:15][CH2:14][CH2:13][CH2:12]2)=[C:4]([F:10])[CH:3]=1.